Dataset: Forward reaction prediction with 1.9M reactions from USPTO patents (1976-2016). Task: Predict the product of the given reaction. (1) Given the reactants [N:1]1[CH:6]=[CH:5][C:4]([C:7]2[N:8]([CH2:12][C:13]3[CH:14]=[C:15]([NH2:19])[CH:16]=[CH:17][CH:18]=3)[CH:9]=[CH:10][N:11]=2)=[CH:3][CH:2]=1.[N:20]([C:23]1[CH:28]=[C:27]([C:29]([F:32])([F:31])[F:30])[CH:26]=[CH:25][C:24]=1[O:33][CH3:34])=[C:21]=[O:22], predict the reaction product. The product is: [CH3:34][O:33][C:24]1[CH:25]=[CH:26][C:27]([C:29]([F:32])([F:31])[F:30])=[CH:28][C:23]=1[NH:20][C:21]([NH:19][C:15]1[CH:16]=[CH:17][CH:18]=[C:13]([CH2:12][N:8]2[CH:9]=[CH:10][N:11]=[C:7]2[C:4]2[CH:5]=[CH:6][N:1]=[CH:2][CH:3]=2)[CH:14]=1)=[O:22]. (2) Given the reactants [CH:1]1([C@@H:4]([NH:8][C:9]([C:11]2[C:19]3[C:14](=[N:15][CH:16]=[C:17]([C:20]4[S:28][C:27]5[C:22](=[N:23][CH:24]=[CH:25][C:26]=5[O:29][CH3:30])[CH:21]=4)[N:18]=3)[N:13]([CH2:31][O:32][CH2:33][CH2:34][Si:35]([CH3:38])([CH3:37])[CH3:36])[CH:12]=2)=[O:10])[C:5]([OH:7])=O)[CH2:3][CH2:2]1.C(N(CC)CC)C.Cl.[NH:47]1[CH2:50][CH:49]([C:51]#[N:52])[CH2:48]1.C1CN([P+](ON2N=NC3C=CC=CC2=3)(N2CCCC2)N2CCCC2)CC1.F[P-](F)(F)(F)(F)F, predict the reaction product. The product is: [C:51]([CH:49]1[CH2:50][N:47]([C:5](=[O:7])[C@H:4]([NH:8][C:9]([C:11]2[C:19]3[C:14](=[N:15][CH:16]=[C:17]([C:20]4[S:28][C:27]5[C:22](=[N:23][CH:24]=[CH:25][C:26]=5[O:29][CH3:30])[CH:21]=4)[N:18]=3)[N:13]([CH2:31][O:32][CH2:33][CH2:34][Si:35]([CH3:38])([CH3:36])[CH3:37])[CH:12]=2)=[O:10])[CH:1]2[CH2:2][CH2:3]2)[CH2:48]1)#[N:52]. (3) The product is: [CH3:31][C:26]1([CH3:32])[C:27]([CH3:30])([CH3:29])[O:28][B:24]([C:2]2[CH:7]=[CH:6][C:5]([C:8]3[N:9]=[C:10]4[CH:15]=[CH:14][CH:13]=[CH:12][N:11]4[CH:16]=3)=[CH:4][CH:3]=2)[O:25]1. Given the reactants Br[C:2]1[CH:7]=[CH:6][C:5]([C:8]2[N:9]=[C:10]3[CH:15]=[CH:14][CH:13]=[CH:12][N:11]3[CH:16]=2)=[CH:4][CH:3]=1.FC1C=C([B:24]2[O:28][C:27]([CH3:30])([CH3:29])[C:26]([CH3:32])([CH3:31])[O:25]2)C=CC=1NC1OC2C=CC=CC=2N=1, predict the reaction product. (4) Given the reactants [CH2:1]([OH:8])[C:2]1[CH:7]=[CH:6][CH:5]=[CH:4][CH:3]=1.OO.C(=[O:18])C1C=CC=CC=1, predict the reaction product. The product is: [C:1]([OH:18])(=[O:8])[C:2]1[CH:7]=[CH:6][CH:5]=[CH:4][CH:3]=1.